Dataset: M1 muscarinic receptor antagonist screen with 61,756 compounds. Task: Binary Classification. Given a drug SMILES string, predict its activity (active/inactive) in a high-throughput screening assay against a specified biological target. (1) The result is 0 (inactive). The compound is O=C1N=c2n(C1(CC(O)=O)C)cccc2. (2) The drug is FC(F)(F)c1cc(NC(=O)N2CCN(CC2)CC)ccc1. The result is 0 (inactive).